Task: Predict the reactants needed to synthesize the given product.. Dataset: Full USPTO retrosynthesis dataset with 1.9M reactions from patents (1976-2016) (1) Given the product [CH3:14][C:15]1[O:9][C:8]([C:7]2[CH:12]=[CH:13][C:4]([N+:1]([O-:3])=[O:2])=[CH:5][CH:6]=2)=[N:10][N:11]=1, predict the reactants needed to synthesize it. The reactants are: [N+:1]([C:4]1[CH:13]=[CH:12][C:7]([C:8]([NH:10][NH2:11])=[O:9])=[CH:6][CH:5]=1)([O-:3])=[O:2].[C:14](OC)(OC)(OC)[CH3:15]. (2) Given the product [C:1]([SiH2:5][O:6][C:7]([CH3:21])([CH3:20])[C@H:8]1[CH2:13][CH2:12][C@H:11]([CH2:14][C:22]#[N:23])[CH2:10][CH2:9]1)([CH3:4])([CH3:3])[CH3:2], predict the reactants needed to synthesize it. The reactants are: [C:1]([SiH2:5][O:6][C:7]([CH3:21])([CH3:20])[C@H:8]1[CH2:13][CH2:12][C@H:11]([CH2:14]OS(C)(=O)=O)[CH2:10][CH2:9]1)([CH3:4])([CH3:3])[CH3:2].[C-:22]#[N:23].[Na+].